From a dataset of Full USPTO retrosynthesis dataset with 1.9M reactions from patents (1976-2016). Predict the reactants needed to synthesize the given product. (1) The reactants are: [CH2:1]([O:3][C:4]([N:6]1[CH2:11][CH2:10][N:9]([C:12](=[O:39])[C@@H:13]([NH:23][C:24]([C:26]2[CH:31]=[C:30](Cl)[N:29]=[C:28]([C:33]3[CH:38]=[CH:37][CH:36]=[CH:35][CH:34]=3)[N:27]=2)=[O:25])[CH2:14][CH2:15][C:16]([O:18][C:19]([CH3:22])([CH3:21])[CH3:20])=[O:17])[CH2:8][CH2:7]1)=[O:5])[CH3:2].[CH2:40](B(O)O)[CH:41]([CH3:43])[CH3:42]. Given the product [CH2:1]([O:3][C:4]([N:6]1[CH2:11][CH2:10][N:9]([C:12](=[O:39])[C@@H:13]([NH:23][C:24]([C:26]2[CH:31]=[C:30]([CH2:40][CH:41]([CH3:43])[CH3:42])[N:29]=[C:28]([C:33]3[CH:38]=[CH:37][CH:36]=[CH:35][CH:34]=3)[N:27]=2)=[O:25])[CH2:14][CH2:15][C:16]([O:18][C:19]([CH3:22])([CH3:21])[CH3:20])=[O:17])[CH2:8][CH2:7]1)=[O:5])[CH3:2], predict the reactants needed to synthesize it. (2) Given the product [OH:34][C:2]1[CH:3]=[CH:4][C:5]([N:8]2[CH:12]=[CH:11][C:10]([CH:13]([C:15]3[CH:32]=[CH:31][C:18]4[N:19]([CH2:23][O:24][CH2:25][CH2:26][Si:27]([CH3:30])([CH3:29])[CH3:28])[C:20](=[O:22])[S:21][C:17]=4[CH:16]=3)[CH3:14])=[N:9]2)=[N:6][CH:7]=1, predict the reactants needed to synthesize it. The reactants are: Br[C:2]1[CH:3]=[CH:4][C:5]([N:8]2[CH:12]=[CH:11][C:10]([CH:13]([C:15]3[CH:32]=[CH:31][C:18]4[N:19]([CH2:23][O:24][CH2:25][CH2:26][Si:27]([CH3:30])([CH3:29])[CH3:28])[C:20](=[O:22])[S:21][C:17]=4[CH:16]=3)[CH3:14])=[N:9]2)=[N:6][CH:7]=1.B1(B2OC(C)(C)C(C)(C)O2)OC(C)(C)C(C)(C)[O:34]1.C([O-])(=O)C.[K+].[OH-].[Na+].OO. (3) Given the product [Br:11][C:7]1[CH:6]=[C:5]([C:3](=[O:4])[CH2:2][O:15][C:12](=[O:14])[CH3:13])[CH:10]=[CH:9][CH:8]=1, predict the reactants needed to synthesize it. The reactants are: Br[CH2:2][C:3]([C:5]1[CH:10]=[CH:9][CH:8]=[C:7]([Br:11])[CH:6]=1)=[O:4].[C:12]([O-:15])(=[O:14])[CH3:13].[Na+]. (4) Given the product [C:1]([O:5][C:6](=[O:34])[NH:7][C:8]1[O:9][C:10]2[CH:16]=[C:15]([CH2:52][C:46]3[CH:51]=[CH:50][C:49]([NH:7][C:6]([O:5][C:1]([CH3:4])([CH3:3])[CH3:2])=[O:34])=[CH:48][CH:47]=3)[CH:14]=[C:13]([C:27]3[CH:32]=[CH:31][CH:30]=[C:29]([Cl:33])[CH:28]=3)[C:11]=2[N:12]=1)([CH3:4])([CH3:3])[CH3:2], predict the reactants needed to synthesize it. The reactants are: [C:1]([O:5][C:6](=[O:34])[NH:7][C:8]1[O:9][C:10]2[CH:16]=[C:15](COP(OCC)(OCC)=O)[CH:14]=[C:13]([C:27]3[CH:32]=[CH:31][CH:30]=[C:29]([Cl:33])[CH:28]=3)[C:11]=2[N:12]=1)([CH3:4])([CH3:3])[CH3:2].P([O-])([O-])([O-])=O.[K+].[K+].[K+].B(O)O.[C:46]1([CH3:52])[CH:51]=[CH:50][CH:49]=[CH:48][CH:47]=1. (5) The reactants are: [O:1]([CH2:8][C:9]1[CH:14]=[CH:13][C:12]([C:15]2[NH:36][C:18]3=[N:19][CH:20]=[C:21]([CH:23]4[CH2:28][CH2:27][N:26](C(OC(C)(C)C)=O)[CH2:25][CH2:24]4)[CH:22]=[C:17]3[N:16]=2)=[CH:11][CH:10]=1)[C:2]1[CH:7]=[CH:6][CH:5]=[CH:4][CH:3]=1.C(O)(C(F)(F)F)=O. Given the product [O:1]([CH2:8][C:9]1[CH:10]=[CH:11][C:12]([C:15]2[NH:36][C:18]3=[N:19][CH:20]=[C:21]([CH:23]4[CH2:28][CH2:27][NH:26][CH2:25][CH2:24]4)[CH:22]=[C:17]3[N:16]=2)=[CH:13][CH:14]=1)[C:2]1[CH:3]=[CH:4][CH:5]=[CH:6][CH:7]=1, predict the reactants needed to synthesize it. (6) Given the product [CH3:13][O:12][C:9]1[CH2:10][N:4]([CH2:1][CH2:2][CH3:3])[C:7](=[O:6])[CH:8]=1, predict the reactants needed to synthesize it. The reactants are: [CH2:1]([NH2:4])[CH2:2][CH3:3].C[O:6][C:7](=O)/[CH:8]=[C:9](/[O:12][CH3:13])\[CH2:10]Cl. (7) Given the product [C:26]([C:9]1[C:10]2[O:14][CH2:13][CH:12]([C:15]3[CH:16]=[CH:17][C:18]([CH:21]([CH3:23])[CH3:22])=[CH:19][CH:20]=3)[C:11]=2[C:24]([CH3:25])=[C:7]([NH:6][C:5]([NH:37][CH2:36][CH2:35][CH2:34][OH:33])=[O:30])[C:8]=1[CH3:29])(=[O:28])[CH3:27], predict the reactants needed to synthesize it. The reactants are: ClC(Cl)(Cl)CO[C:5](=[O:30])[NH:6][C:7]1[C:8]([CH3:29])=[C:9]([C:26](=[O:28])[CH3:27])[C:10]2[O:14][CH2:13][CH:12]([C:15]3[CH:20]=[CH:19][C:18]([CH:21]([CH3:23])[CH3:22])=[CH:17][CH:16]=3)[C:11]=2[C:24]=1[CH3:25].[OH:33][CH2:34][CH2:35][CH2:36][NH2:37]. (8) Given the product [CH2:9]([Cl:10])[Cl:23].[CH3:13][OH:14].[NH4+:15].[OH-:14].[Cl:3][C:4]1[CH:5]=[C:6](/[CH:11]=[CH:12]/[C:13]([N:15]2[CH2:20][CH2:19][N:18]([CH2:24][CH2:25][CH2:26][N:27]3[CH2:32][CH2:31][CH2:30][CH2:29][CH2:28]3)[C:17](=[O:21])[CH:16]2[CH3:22])=[O:14])[CH:7]=[CH:8][C:9]=1[Cl:10], predict the reactants needed to synthesize it. The reactants are: [H-].[Na+].[Cl:3][C:4]1[CH:5]=[C:6](/[CH:11]=[CH:12]/[C:13]([N:15]2[CH2:20][CH2:19][NH:18][C:17](=[O:21])[CH:16]2[CH3:22])=[O:14])[CH:7]=[CH:8][C:9]=1[Cl:10].[Cl:23][CH2:24][CH2:25][CH2:26][N:27]1[CH2:32][CH2:31][CH2:30][CH2:29][CH2:28]1.